This data is from CYP2C9 inhibition data for predicting drug metabolism from PubChem BioAssay. The task is: Regression/Classification. Given a drug SMILES string, predict its absorption, distribution, metabolism, or excretion properties. Task type varies by dataset: regression for continuous measurements (e.g., permeability, clearance, half-life) or binary classification for categorical outcomes (e.g., BBB penetration, CYP inhibition). Dataset: cyp2c9_veith. (1) The drug is CN1C(=O)C(=Cc2ccccc2Oc2ccc(Cl)c(F)c2)C(=O)N(C)C1=O. The result is 1 (inhibitor). (2) The molecule is Cc1ncc([N+](=O)[O-])n1CC(C)O. The result is 0 (non-inhibitor).